From a dataset of Forward reaction prediction with 1.9M reactions from USPTO patents (1976-2016). Predict the product of the given reaction. (1) Given the reactants I[C:2]1[C:7](=[O:8])[N:6]2[C:9]([CH3:13])=[CH:10][CH:11]=[CH:12][C:5]2=[N:4][C:3]=1[CH:14]([NH:17][C:18]1[N:26]=[CH:25][N:24]=[C:23]2[C:19]=1[N:20]=[CH:21][NH:22]2)[CH2:15][CH3:16].[F:27][C:28]1[CH:29]=[C:30](B(O)O)[CH:31]=[CH:32][CH:33]=1.C(=O)([O-])[O-].[Na+].[Na+], predict the reaction product. The product is: [F:27][C:28]1[CH:33]=[C:32]([C:2]2[C:7](=[O:8])[N:6]3[C:9]([CH3:13])=[CH:10][CH:11]=[CH:12][C:5]3=[N:4][C:3]=2[CH:14]([NH:17][C:18]2[N:26]=[CH:25][N:24]=[C:23]3[C:19]=2[N:20]=[CH:21][NH:22]3)[CH2:15][CH3:16])[CH:31]=[CH:30][CH:29]=1. (2) The product is: [CH3:20][C:21]([S@:24]([NH:26][CH:17]([C:4]1[CH:5]=[N:6][C:7]([N:8]2[CH:12]=[C:11]([C:13]([F:16])([F:15])[F:14])[CH:10]=[N:9]2)=[C:2]([CH3:1])[CH:3]=1)[CH3:18])=[O:25])([CH3:23])[CH3:22]. Given the reactants [CH3:1][C:2]1[CH:3]=[C:4]([C:17](=O)[CH3:18])[CH:5]=[N:6][C:7]=1[N:8]1[CH:12]=[C:11]([C:13]([F:16])([F:15])[F:14])[CH:10]=[N:9]1.[CH3:20][C:21]([S@:24]([NH2:26])=[O:25])([CH3:23])[CH3:22], predict the reaction product. (3) Given the reactants [F:1][C:2]1[CH:3]=[C:4]([C@@H:9]2[CH2:13][N:12]([CH2:14][CH2:15][O:16][CH3:17])[CH2:11][C@H:10]2[NH:18][C:19](=[O:37])[NH:20][C:21]2[N:25]([CH3:26])[N:24]=[C:23]([C:27]3[CH:36]=[CH:35][C:30]([C:31](OC)=[O:32])=[CH:29][CH:28]=3)[CH:22]=2)[CH:5]=[CH:6][C:7]=1[F:8].[H-].[Al+3].[Li+].[H-].[H-].[H-], predict the reaction product. The product is: [F:1][C:2]1[CH:3]=[C:4]([C@@H:9]2[CH2:13][N:12]([CH2:14][CH2:15][O:16][CH3:17])[CH2:11][C@H:10]2[NH:18][C:19]([NH:20][C:21]2[N:25]([CH3:26])[N:24]=[C:23]([C:27]3[CH:28]=[CH:29][C:30]([CH2:31][OH:32])=[CH:35][CH:36]=3)[CH:22]=2)=[O:37])[CH:5]=[CH:6][C:7]=1[F:8].